Dataset: Full USPTO retrosynthesis dataset with 1.9M reactions from patents (1976-2016). Task: Predict the reactants needed to synthesize the given product. Given the product [CH2:15]([N:12]([CH3:13])[S:6]([C:2]1[S:1][C:5]([C:36](=[O:41])[C:37]([F:40])([F:39])[F:38])=[CH:4][CH:3]=1)(=[O:8])=[O:7])[C:16]1[CH:20]=[CH:21][CH:22]=[CH:23][CH:18]=1, predict the reactants needed to synthesize it. The reactants are: [S:1]1[CH:5]=[CH:4][CH:3]=[C:2]1[S:6](Cl)(=[O:8])=[O:7].CC[N:12]([CH2:15][CH3:16])[CH2:13]C.C(CN)[C:18]1[CH:23]=[CH:22][CH:21]=[CH:20]C=1.[Li+].CC([N-]C(C)C)C.CN(OC)[C:36](=[O:41])[C:37]([F:40])([F:39])[F:38].